This data is from Full USPTO retrosynthesis dataset with 1.9M reactions from patents (1976-2016). The task is: Predict the reactants needed to synthesize the given product. (1) Given the product [CH3:13][O:14][C:15]1[CH:16]=[CH:17][C:18]([CH2:19][N:20]2[C:24]3=[N:25][CH:26]=[CH:27][C:28]([O:29][C:6]4[CH:7]=[C:2]([Cl:1])[C:3]([N+:10]([O-:12])=[O:11])=[CH:4][C:5]=4[F:9])=[C:23]3[C:22]([I:30])=[N:21]2)=[CH:31][CH:32]=1, predict the reactants needed to synthesize it. The reactants are: [Cl:1][C:2]1[CH:7]=[C:6](F)[C:5]([F:9])=[CH:4][C:3]=1[N+:10]([O-:12])=[O:11].[CH3:13][O:14][C:15]1[CH:32]=[CH:31][C:18]([CH2:19][N:20]2[C:24]3[N:25]=[CH:26][CH:27]=[C:28]([OH:29])[C:23]=3[C:22]([I:30])=[N:21]2)=[CH:17][CH:16]=1.C([O-])([O-])=O.[K+].[K+].CN(C=O)C. (2) Given the product [Cl:17][C:18]1[CH:19]=[C:20]([CH:24]=[CH:25][CH:26]=1)[C:21]([NH:23][C:2]1[CH:7]=[C:6]([N:8]([CH3:15])[C:9]2[CH:10]=[N:11][CH:12]=[N:13][CH:14]=2)[CH:5]=[C:4]([Cl:16])[N:3]=1)=[O:22], predict the reactants needed to synthesize it. The reactants are: Cl[C:2]1[CH:7]=[C:6]([N:8]([CH3:15])[C:9]2[CH:10]=[N:11][CH:12]=[N:13][CH:14]=2)[CH:5]=[C:4]([Cl:16])[N:3]=1.[Cl:17][C:18]1[CH:19]=[C:20]([CH:24]=[CH:25][CH:26]=1)[C:21]([NH2:23])=[O:22].CC([O-])(C)C.[Na+].CC1(C)C2C(=C(P(C3C=CC=CC=3)C3C=CC=CC=3)C=CC=2)OC2C(P(C3C=CC=CC=3)C3C=CC=CC=3)=CC=CC1=2. (3) Given the product [CH3:1][O:2][C:3]1([O:10][CH3:11])[CH2:8][CH2:7][O:6][CH2:5][C@@H:4]1[OH:9], predict the reactants needed to synthesize it. The reactants are: [CH3:1][O:2][C:3]1([O:10][CH3:11])[CH2:8][CH2:7][O:6][CH2:5][C:4]1=[O:9].[B]. (4) The reactants are: [C:1]1(=[O:8])[NH:7][CH2:6][CH2:5][CH2:4][CH2:3][CH2:2]1.[F:9][B-:10]([F:13])([F:12])[F:11].[H+]. Given the product [F:9][B-:10]([F:13])([F:12])[F:11].[C:1]1(=[O:8])[NH:7][CH2:6][CH2:5][CH2:4][CH2:3][CH2:2]1, predict the reactants needed to synthesize it. (5) Given the product [NH:6]1[C:14]2[C:9](=[CH:10][CH:11]=[CH:12][CH:13]=2)[C:8]([CH:20]=[O:21])=[CH:7]1, predict the reactants needed to synthesize it. The reactants are: P(Cl)(Cl)(Cl)=O.[NH:6]1[C:14]2[C:9](=[CH:10][CH:11]=[CH:12][CH:13]=2)[CH:8]=[CH:7]1.[OH-].[Na+].CN([CH:20]=[O:21])C.